From a dataset of Full USPTO retrosynthesis dataset with 1.9M reactions from patents (1976-2016). Predict the reactants needed to synthesize the given product. The reactants are: [C:1]1([CH:8]=[CH:7][CH:6]=[C:5]([S:9]([OH:12])(=[O:11])=[O:10])[C:3]=1[OH:4])[OH:2].[OH-].[Ca+2:14].[OH-]. Given the product [C:1]1([CH:8]=[CH:7][CH:6]=[C:5]([S:9]([O-:12])(=[O:11])=[O:10])[C:3]=1[OH:4])[OH:2].[Ca+2:14].[C:1]1([CH:8]=[CH:7][CH:6]=[C:5]([S:9]([O-:12])(=[O:11])=[O:10])[C:3]=1[OH:4])[OH:2], predict the reactants needed to synthesize it.